Predict the reactants needed to synthesize the given product. From a dataset of Full USPTO retrosynthesis dataset with 1.9M reactions from patents (1976-2016). The reactants are: [C:1]([C:9]1[CH:10]=[C:11]([CH2:21][CH2:22][NH:23][C:24](=[O:26])[CH3:25])[C:12]2[C:17]([CH:18]=1)=[CH:16][CH:15]=[C:14]([S:19][CH3:20])[CH:13]=2)(=O)[C:2]1[CH:7]=[CH:6][CH:5]=[CH:4][CH:3]=1.FC(F)(F)C(O)=O.[H-].C([SiH](CC)CC)C. Given the product [CH2:1]([C:9]1[CH:10]=[C:11]([CH2:21][CH2:22][NH:23][C:24](=[O:26])[CH3:25])[C:12]2[C:17]([CH:18]=1)=[CH:16][CH:15]=[C:14]([S:19][CH3:20])[CH:13]=2)[C:2]1[CH:3]=[CH:4][CH:5]=[CH:6][CH:7]=1, predict the reactants needed to synthesize it.